This data is from Full USPTO retrosynthesis dataset with 1.9M reactions from patents (1976-2016). The task is: Predict the reactants needed to synthesize the given product. (1) Given the product [F:36][C:37]1[CH:45]=[CH:44][CH:43]=[C:42]([F:46])[C:38]=1[C:39]([NH:1][C:2]1[CH:7]=[CH:6][CH:5]=[C:4]([C:8]2[C:16]([C:17]3[C:22]([F:23])=[CH:21][N:20]=[C:19]([NH:24][C:25]4[CH:34]=[C:33]5[C:28]([CH2:29][CH2:30][N:31]([CH3:35])[CH2:32]5)=[CH:27][CH:26]=4)[N:18]=3)=[C:11]3[CH:12]=[CH:13][CH:14]=[CH:15][N:10]3[N:9]=2)[CH:3]=1)=[O:40], predict the reactants needed to synthesize it. The reactants are: [NH2:1][C:2]1[CH:3]=[C:4]([C:8]2[C:16]([C:17]3[C:22]([F:23])=[CH:21][N:20]=[C:19]([NH:24][C:25]4[CH:34]=[C:33]5[C:28]([CH2:29][CH2:30][N:31]([CH3:35])[CH2:32]5)=[CH:27][CH:26]=4)[N:18]=3)=[C:11]3[CH:12]=[CH:13][CH:14]=[CH:15][N:10]3[N:9]=2)[CH:5]=[CH:6][CH:7]=1.[F:36][C:37]1[CH:45]=[CH:44][CH:43]=[C:42]([F:46])[C:38]=1[C:39](Cl)=[O:40]. (2) Given the product [F:37][CH:36]([F:38])[C:32]1[N:31]=[C:30]([C:12]2[C:13]3=[N:14][CH:15]=[CH:16][C:17]([CH:26]([F:28])[CH3:27])=[C:18]3[NH:19][C:11]=2[C:9]2[CH:8]=[CH:7][N:6]=[C:5]([NH:4][C:1](=[O:3])[CH3:2])[CH:10]=2)[CH:35]=[CH:34][CH:33]=1, predict the reactants needed to synthesize it. The reactants are: [C:1]([NH:4][C:5]1[CH:10]=[C:9]([C:11]#[C:12][C:13]2[C:18]([NH:19]C(=O)C(F)(F)F)=[C:17]([CH:26]([F:28])[CH3:27])[CH:16]=[CH:15][N:14]=2)[CH:8]=[CH:7][N:6]=1)(=[O:3])[CH3:2].Br[C:30]1[CH:35]=[CH:34][CH:33]=[C:32]([CH:36]([F:38])[F:37])[N:31]=1.C(O)(C(F)(F)F)=O. (3) Given the product [CH3:1][O:2][C:3](=[O:28])[NH:4][CH:5]([C:9]([N:11]1[CH2:15][CH2:14][CH2:13][CH:12]1[C:16]1[N:17]([CH2:38][O:37][CH2:36][CH2:35][Si:32]([CH3:34])([CH3:33])[CH3:31])[C:18]([C:21]2[CH:22]=[CH:23][C:24]([Br:27])=[CH:25][CH:26]=2)=[CH:19][N:20]=1)=[O:10])[CH:6]([CH3:8])[CH3:7], predict the reactants needed to synthesize it. The reactants are: [CH3:1][O:2][C:3](=[O:28])[NH:4][CH:5]([C:9]([N:11]1[CH2:15][CH2:14][CH2:13][CH:12]1[C:16]1[NH:17][C:18]([C:21]2[CH:26]=[CH:25][C:24]([Br:27])=[CH:23][CH:22]=2)=[CH:19][N:20]=1)=[O:10])[CH:6]([CH3:8])[CH3:7].[H-].[Na+].[CH3:31][Si:32]([CH2:35][CH2:36][O:37][CH2:38]Cl)([CH3:34])[CH3:33]. (4) Given the product [CH3:1][O:2][C:3]([CH2:5][O:6][C:7](=[O:26])[C:8]1[CH:13]=[CH:12][C:11]([NH:14][C:15](=[O:25])[CH2:16][OH:17])=[CH:10][CH:9]=1)=[O:4], predict the reactants needed to synthesize it. The reactants are: [CH3:1][O:2][C:3]([CH2:5][O:6][C:7](=[O:26])[C:8]1[CH:13]=[CH:12][C:11]([NH:14][C:15](=[O:25])[CH2:16][O:17]CC2C=CC=CC=2)=[CH:10][CH:9]=1)=[O:4].